From a dataset of Catalyst prediction with 721,799 reactions and 888 catalyst types from USPTO. Predict which catalyst facilitates the given reaction. (1) Reactant: Br[CH2:2][C:3]1[CH:12]=[CH:11][C:10]2[C:5](=[CH:6][C:7]([Cl:13])=[CH:8][CH:9]=2)[N:4]=1.[N-:14]=[N+:15]=[N-:16].[Na+]. The catalyst class is: 248. Product: [N:14]([CH2:2][C:3]1[CH:12]=[CH:11][C:10]2[C:5](=[CH:6][C:7]([Cl:13])=[CH:8][CH:9]=2)[N:4]=1)=[N+:15]=[N-:16]. (2) The catalyst class is: 5. Product: [ClH:12].[Cl:12][C:11]1[CH:7]=[C:3]([C:4]([NH2:6])=[O:5])[C:1](=[NH:2])[N:16]([CH:17]([C:19]2[CH:26]=[C:25]([F:27])[CH:24]=[C:21]([C:22]#[N:23])[CH:20]=2)[CH3:18])[CH:10]=1. Reactant: [C:1]([CH:3]([CH:7]1[C:11]([Cl:12])=[C:10](Cl)C(=O)O1)[C:4]([NH2:6])=[O:5])#[N:2].Cl.[NH2:16][CH:17]([C:19]1[CH:20]=[C:21]([CH:24]=[C:25]([F:27])[CH:26]=1)[C:22]#[N:23])[CH3:18].C(N(CC)CC)C. (3) Reactant: [Br:1][C:2]1[C:6]([CH2:7][CH3:8])=[CH:5][S:4][C:3]=1[CH2:9][CH2:10][C:11]1[CH:16]=[CH:15][N:14]=[C:13]([NH:17]C(=O)OC(C)(C)C)[CH:12]=1.FC(F)(F)C(O)=O. Product: [Br:1][C:2]1[C:6]([CH2:7][CH3:8])=[CH:5][S:4][C:3]=1[CH2:9][CH2:10][C:11]1[CH:16]=[CH:15][N:14]=[C:13]([NH2:17])[CH:12]=1. The catalyst class is: 4. (4) Reactant: [OH:1][CH2:2][CH:3]1[O:8][CH2:7][CH2:6][N:5]([C:9]([O:11][C:12]([CH3:15])([CH3:14])[CH3:13])=[O:10])[CH2:4]1.N1C=CN=C1.[Si:21](Cl)([C:24]([CH3:27])([CH3:26])[CH3:25])([CH3:23])[CH3:22].[Cl-].[NH4+]. Product: [Si:21]([O:1][CH2:2][CH:3]1[O:8][CH2:7][CH2:6][N:5]([C:9]([O:11][C:12]([CH3:15])([CH3:14])[CH3:13])=[O:10])[CH2:4]1)([C:24]([CH3:27])([CH3:26])[CH3:25])([CH3:23])[CH3:22]. The catalyst class is: 215. (5) Reactant: C[C:2]1[N:3]=[C:4]2[S:21][CH:20]=[CH:19][N:5]2[C:6](=[O:18])[C:7]=1[C:8]1[CH:13]=[CH:12][C:11]([C:14]([F:17])([F:16])[F:15])=[CH:10][CH:9]=1.[CH3:22][O:23][C:24]1[C:25]([O:32][CH2:33][C:34]2[CH:39]=[CH:38][CH:37]=[CH:36][N:35]=2)=[C:26]([CH:29]=[CH:30][CH:31]=1)[CH:27]=O.[O-][CH2:41]C.[Na+]. Product: [CH3:22][O:23][C:24]1[C:25]([O:32][CH2:33][C:34]2[CH:39]=[CH:38][CH:37]=[CH:36][N:35]=2)=[C:26](/[CH:27]=[CH:41]/[C:20]2[S:21][C:4]3=[N:3][CH:2]=[C:7]([C:8]4[CH:9]=[CH:10][C:11]([C:14]([F:16])([F:15])[F:17])=[CH:12][CH:13]=4)[C:6](=[O:18])[N:5]3[CH:19]=2)[CH:29]=[CH:30][CH:31]=1. The catalyst class is: 8.